Task: Predict the reaction yield, written as a fraction of the theoretical maximum amount of product (1.0 means a 100% yield; for example, 0.34 means a 34% yield).. Dataset: Reaction yield outcomes from USPTO patents with 853,638 reactions (1) The reactants are C([O:3][C:4](=[O:34])[C:5]([CH3:33])([C:27]1[CH:32]=[CH:31][CH:30]=[CH:29][CH:28]=1)[CH2:6][CH2:7][CH2:8][C:9](=[O:26])[CH2:10][CH2:11][CH2:12][C:13]([CH3:25])([C:19]1[CH:24]=[CH:23][CH:22]=[CH:21][CH:20]=1)[C:14]([O:16]CC)=[O:15])C.[OH-].[K+]. The catalyst is O.C(O)C. The product is [CH3:25][C:13]([C:19]1[CH:20]=[CH:21][CH:22]=[CH:23][CH:24]=1)([CH2:12][CH2:11][CH2:10][C:9](=[O:26])[CH2:8][CH2:7][CH2:6][C:5]([CH3:33])([C:27]1[CH:28]=[CH:29][CH:30]=[CH:31][CH:32]=1)[C:4]([OH:34])=[O:3])[C:14]([OH:16])=[O:15]. The yield is 0.310. (2) The reactants are [C:1]([O:5][C:6]([N:8]1[CH2:12][CH2:11][C@H:10]([OH:13])[CH2:9]1)=[O:7])([CH3:4])([CH3:3])[CH3:2].[CH2:14](N(CC)CC)C.[CH3:21][S:22](Cl)(=[O:24])=[O:23]. The catalyst is ClCCl. The product is [CH3:21][S:22]([O:13][C@H:10]1[CH2:14][CH2:11][CH2:12][N:8]([C:6]([O:5][C:1]([CH3:2])([CH3:3])[CH3:4])=[O:7])[CH2:9]1)(=[O:24])=[O:23]. The yield is 0.850. (3) The reactants are [Br:1][C:2]1[CH:3]=[C:4]2[C:9](=[CH:10][CH:11]=1)[N:8]=[C:7]([C:12]1[CH:17]=[CH:16][CH:15]=[CH:14][C:13]=1[OH:18])[N:6]=[C:5]2Cl.C(N(CC)CC)C.[OH:27][C@H:28]([CH2:37][CH:38]([CH3:40])[CH3:39])[C:29]([N:31]1[CH2:36][CH2:35][NH:34][CH2:33][CH2:32]1)=[O:30]. The catalyst is C(Cl)Cl. The product is [Br:1][C:2]1[CH:3]=[C:4]2[C:9](=[CH:10][CH:11]=1)[N:8]=[C:7]([C:12]1[CH:17]=[CH:16][CH:15]=[CH:14][C:13]=1[OH:18])[N:6]=[C:5]2[N:34]1[CH2:33][CH2:32][N:31]([C:29](=[O:30])[C@H:28]([OH:27])[CH2:37][CH:38]([CH3:39])[CH3:40])[CH2:36][CH2:35]1. The yield is 0.840. (4) The reactants are [I:1][C:2]1[CH:10]=[C:9]2[C:5]([CH:6]=[C:7]([C:11]([O:13][CH2:14][CH3:15])=[O:12])[NH:8]2)=[CH:4][CH:3]=1.[H-].[Na+].Cl[CH2:19][C:20]#[N:21].O. The catalyst is CN(C=O)C. The product is [C:20]([CH2:19][N:8]1[C:9]2[C:5](=[CH:4][CH:3]=[C:2]([I:1])[CH:10]=2)[CH:6]=[C:7]1[C:11]([O:13][CH2:14][CH3:15])=[O:12])#[N:21]. The yield is 0.230. (5) The reactants are [O-][CH2:2]C.[Na+].[N:5]1[CH:10]=[C:9]([CH2:11][C:12]2[C:13](=[O:19])[NH:14][C:15](=[S:18])[NH:16][CH:17]=2)[CH:8]=[N:7][CH:6]=1.CI. The catalyst is CCO. The product is [CH3:2][S:18][C:15]1[NH:16][CH:17]=[C:12]([CH2:11][C:9]2[CH:10]=[N:5][CH:6]=[N:7][CH:8]=2)[C:13](=[O:19])[N:14]=1. The yield is 0.624.